Dataset: Full USPTO retrosynthesis dataset with 1.9M reactions from patents (1976-2016). Task: Predict the reactants needed to synthesize the given product. (1) Given the product [CH2:22]([N:3]([CH2:1][CH3:2])[C:4](=[O:21])[C:5]([C:19]#[N:20])=[CH:6][C:7]1[CH:12]=[C:11]([N+:13]([O-:15])=[O:14])[C:10]([OH:16])=[C:9]([OH:17])[CH:8]=1)[CH3:23], predict the reactants needed to synthesize it. The reactants are: [CH2:1]([N:3]([CH2:22][CH3:23])[C:4](=[O:21])[C:5]([C:19]#[N:20])=[CH:6][C:7]1[CH:12]=[C:11]([N+:13]([O-:15])=[O:14])[C:10]([OH:16])=[C:9]([O:17]C)[CH:8]=1)[CH3:2].C(N(CC)CC)C.[Cl-].[Cl-].[Cl-].[Al+3].Cl. (2) Given the product [CH2:13]([NH:12][S:11]([C:7]1[CH:6]=[C:5]([CH2:4][C:3]([OH:17])=[O:2])[CH:10]=[CH:9][CH:8]=1)(=[O:16])=[O:15])[CH3:14], predict the reactants needed to synthesize it. The reactants are: C[O:2][C:3](=[O:17])[CH2:4][C:5]1[CH:10]=[CH:9][CH:8]=[C:7]([S:11](=[O:16])(=[O:15])[NH:12][CH2:13][CH3:14])[CH:6]=1.O[Li].O. (3) Given the product [Cl:1][C:2]1[CH:3]=[C:4]([C:9]2[N:13]([C:14]3[CH:15]=[CH:16][C:17]([O:20][CH3:21])=[CH:18][CH:19]=3)[N:12]=[C:11]([CH2:22][C@@H:23]([C:39]3[CH:40]=[C:41]([CH3:45])[CH:42]=[CH:43][CH:44]=3)[C:24]([OH:46])=[O:25])[CH:10]=2)[CH:5]=[CH:6][C:7]=1[Cl:8], predict the reactants needed to synthesize it. The reactants are: [Cl:1][C:2]1[CH:3]=[C:4]([C:9]2[N:13]([C:14]3[CH:19]=[CH:18][C:17]([O:20][CH3:21])=[CH:16][CH:15]=3)[N:12]=[C:11]([CH2:22][C@@H:23]([C:39]3[CH:40]=[C:41]([CH3:45])[CH:42]=[CH:43][CH:44]=3)[C:24](N3[C@H]4C5C=CC=CC=5C[C@H]4OC3=O)=[O:25])[CH:10]=2)[CH:5]=[CH:6][C:7]=1[Cl:8].[OH:46]O.[Li+].[OH-].Cl.